Dataset: Forward reaction prediction with 1.9M reactions from USPTO patents (1976-2016). Task: Predict the product of the given reaction. (1) Given the reactants [N+]([C:4]1[S:8][C:7]([C:9]#[N:10])=[CH:6][CH:5]=1)([O-])=O.[F:11][C:12]([F:21])([F:20])[C:13]1[CH:14]=[C:15]([OH:19])[CH:16]=[CH:17][CH:18]=1.C(=O)([O-])[O-].[Cs+].[Cs+], predict the reaction product. The product is: [F:11][C:12]([F:20])([F:21])[C:13]1[CH:14]=[C:15]([O:19][C:4]2[S:8][C:7]([C:9]#[N:10])=[CH:6][CH:5]=2)[CH:16]=[CH:17][CH:18]=1. (2) Given the reactants [F:1][C:2]1[CH:10]=[CH:9][C:8]([O:11][CH3:12])=[CH:7][C:3]=1[C:4]([OH:6])=[O:5].[CH3:13][Si](C=[N+]=[N-])(C)C, predict the reaction product. The product is: [F:1][C:2]1[CH:10]=[CH:9][C:8]([O:11][CH3:12])=[CH:7][C:3]=1[C:4]([O:6][CH3:13])=[O:5]. (3) Given the reactants [Cl:1][C:2]1[CH:3]=[C:4]([CH:19]=[CH:20][C:21]=1[Cl:22])[CH2:5][NH:6][C:7]1[C:16]2[C:11](=[C:12]([OH:17])[CH:13]=[CH:14][CH:15]=2)[N:10]=[C:9]([CH3:18])[CH:8]=1.[H-].[Na+].[CH:25](I)([CH3:27])[CH3:26].[Na+].[Cl-], predict the reaction product. The product is: [ClH:1].[Cl:1][C:2]1[CH:3]=[C:4]([CH:19]=[CH:20][C:21]=1[Cl:22])[CH2:5][NH:6][C:7]1[C:16]2[C:11](=[C:12]([O:17][CH:25]([CH3:27])[CH3:26])[CH:13]=[CH:14][CH:15]=2)[N:10]=[C:9]([CH3:18])[CH:8]=1. (4) Given the reactants [CH3:1][C:2]1[NH:6][C:5](=[O:7])[N:4]([C:8]2[CH:13]=[CH:12][C:11]([S:14][C:15]3[CH:16]=[C:17]([C:21]4([C:27]([NH:29][CH2:30][C:31]#[CH:32])=[O:28])[CH2:26][CH2:25][O:24][CH2:23][CH2:22]4)[CH:18]=[CH:19][CH:20]=3)=[CH:10][CH:9]=2)[N:3]=1, predict the reaction product. The product is: [CH3:1][C:2]1[NH:6][C:5](=[O:7])[N:4]([C:8]2[CH:13]=[CH:12][C:11]([S:14][C:15]3[CH:20]=[CH:19][CH:18]=[C:17]([C:21]4([C:27]5[O:28][C:31]([CH3:32])=[CH:30][N:29]=5)[CH2:22][CH2:23][O:24][CH2:25][CH2:26]4)[CH:16]=3)=[CH:10][CH:9]=2)[N:3]=1. (5) Given the reactants N(OC(C)(C)C)=O.[Cl:8][C:9]1[N:14]=[CH:13][C:12](N)=[CH:11][C:10]=1[CH3:16].[CH2:17]([OH:22])[C:18]([F:21])([F:20])[F:19].C(O)(C(F)(F)F)=O.C(=O)([O-])[O-].[K+].[K+], predict the reaction product. The product is: [Cl:8][C:9]1[C:10]([CH3:16])=[CH:11][C:12]([O:22][CH2:17][C:18]([F:21])([F:20])[F:19])=[CH:13][N:14]=1. (6) Given the reactants [NH2:1][C:2]1[CH:7]=[CH:6][C:5]([OH:8])=[CH:4][C:3]=1[N+:9]([O-:11])=[O:10].[CH2:12](Br)[C:13]1[CH:18]=[CH:17][CH:16]=[CH:15][CH:14]=1.C(=O)([O-])[O-].[Cs+].[Cs+], predict the reaction product. The product is: [CH2:12]([O:8][C:5]1[CH:6]=[CH:7][C:2]([NH2:1])=[C:3]([N+:9]([O-:11])=[O:10])[CH:4]=1)[C:13]1[CH:18]=[CH:17][CH:16]=[CH:15][CH:14]=1.